From a dataset of Reaction yield outcomes from USPTO patents with 853,638 reactions. Predict the reaction yield, written as a fraction of the theoretical maximum amount of product (1.0 means a 100% yield; for example, 0.34 means a 34% yield). The reactants are NC(N)=S.[C:5]([NH:8][C:9]1[CH:10]=[CH:11][C:12]([F:31])=[C:13]([C@@:15]2([NH:23]C(=O)OC(C)(C)C)[C@:19]([F:22])([CH2:20][OH:21])[CH2:18][O:17][CH2:16]2)[CH:14]=1)(=[O:7])[CH3:6].FC(F)(F)C(O)=O.C(N(CC)CC)C.[C:46]([N:54]=[C:55]=[S:56])(=[O:53])[C:47]1[CH:52]=[CH:51][CH:50]=[CH:49][CH:48]=1. The catalyst is ClCCl. The product is [C:5]([NH:8][C:9]1[CH:10]=[CH:11][C:12]([F:31])=[C:13]([C@@:15]2([NH:23][C:55]([NH:54][C:46](=[O:53])[C:47]3[CH:52]=[CH:51][CH:50]=[CH:49][CH:48]=3)=[S:56])[C@:19]([F:22])([CH2:20][OH:21])[CH2:18][O:17][CH2:16]2)[CH:14]=1)(=[O:7])[CH3:6]. The yield is 0.830.